This data is from Forward reaction prediction with 1.9M reactions from USPTO patents (1976-2016). The task is: Predict the product of the given reaction. (1) Given the reactants [CH:1]1([N:4]2[CH2:9][C:8]3([CH2:14][CH2:13][N:12]([S:15]([C:18]4[CH:23]=[CH:22][C:21](B5OC(C)(C)C(C)(C)O5)=[CH:20][CH:19]=4)(=[O:17])=[O:16])[CH2:11][CH2:10]3)[O:7][CH2:6][C:5]2=[O:33])[CH2:3][CH2:2]1.Br[C:35]1[CH:44]=[C:43]2[C:38]([CH:39]=[C:40]([OH:45])[CH:41]=[N:42]2)=[CH:37][CH:36]=1.C(=O)([O-])[O-].[K+].[K+], predict the reaction product. The product is: [CH:1]1([N:4]2[CH2:9][C:8]3([CH2:14][CH2:13][N:12]([S:15]([C:18]4[CH:19]=[CH:20][C:21]([C:35]5[CH:44]=[C:43]6[C:38]([CH:39]=[C:40]([OH:45])[CH:41]=[N:42]6)=[CH:37][CH:36]=5)=[CH:22][CH:23]=4)(=[O:17])=[O:16])[CH2:11][CH2:10]3)[O:7][CH2:6][C:5]2=[O:33])[CH2:3][CH2:2]1. (2) Given the reactants [F:1][C:2]1[CH:7]=[CH:6][CH:5]=[CH:4][C:3]=1[CH:8]([C:20]1[CH:25]=[CH:24][CH:23]=[CH:22][C:21]=1[F:26])[N:9]1[CH:14]=[CH:13][CH:12]=[C:11]([C:15]([O:17]C)=[O:16])[C:10]1=[O:19], predict the reaction product. The product is: [F:1][C:2]1[CH:7]=[CH:6][CH:5]=[CH:4][C:3]=1[CH:8]([C:20]1[CH:25]=[CH:24][CH:23]=[CH:22][C:21]=1[F:26])[N:9]1[CH:14]=[CH:13][CH:12]=[C:11]([C:15]([OH:17])=[O:16])[C:10]1=[O:19]. (3) Given the reactants [F:1][C:2]1[CH:11]=[C:10]2[C:5]([C:6](=[O:12])[NH:7][CH:8]=[N:9]2)=[CH:4][C:3]=1[N+:13]([O-:15])=[O:14].[C:16]([O:20][C:21](=[O:30])[C:22]1[CH:27]=[CH:26][C:25]([CH2:28]Br)=[CH:24][CH:23]=1)([CH3:19])([CH3:18])[CH3:17], predict the reaction product. The product is: [C:16]([O:20][C:21](=[O:30])[C:22]1[CH:23]=[CH:24][C:25]([CH2:28][N:7]2[C:6](=[O:12])[C:5]3[C:10](=[CH:11][C:2]([F:1])=[C:3]([N+:13]([O-:15])=[O:14])[CH:4]=3)[N:9]=[CH:8]2)=[CH:26][CH:27]=1)([CH3:19])([CH3:18])[CH3:17]. (4) Given the reactants [N+](C1C=CC(O[C:9]([NH:11][CH2:12][CH:13]2[C:15]3([CH2:20][CH2:19][N:18]([C:21]([O:23][C:24]([CH3:27])([CH3:26])[CH3:25])=[O:22])[CH2:17][CH2:16]3)[CH2:14]2)=[O:10])=CC=1)([O-])=O.Cl.[NH:31]1[C:35]2[CH2:36][NH:37][CH2:38][C:34]=2[CH:33]=[N:32]1.C(N(CC)CC)C, predict the reaction product. The product is: [NH:31]1[C:35]2[CH2:36][N:37]([C:9]([NH:11][CH2:12][CH:13]3[C:15]4([CH2:16][CH2:17][N:18]([C:21]([O:23][C:24]([CH3:26])([CH3:25])[CH3:27])=[O:22])[CH2:19][CH2:20]4)[CH2:14]3)=[O:10])[CH2:38][C:34]=2[CH:33]=[N:32]1. (5) Given the reactants Br[CH2:2][C:3](=[O:6])[CH2:4][CH3:5].[C:7]([O-:15])(=[O:14])[C:8]1[CH:13]=[CH:12][CH:11]=[CH:10][CH:9]=1.[Na+].CN(C)C=O, predict the reaction product. The product is: [C:7]([O:15][CH2:2][C:3](=[O:6])[CH2:4][CH3:5])(=[O:14])[C:8]1[CH:13]=[CH:12][CH:11]=[CH:10][CH:9]=1. (6) The product is: [CH2:14]([O:11][C:5]1[C:6]([N+:8]([O-:10])=[O:9])=[N:7][C:2]([Br:1])=[CH:3][CH:4]=1)[C:15]1[CH:20]=[CH:19][CH:18]=[CH:17][CH:16]=1. Given the reactants [Br:1][C:2]1[N:7]=[C:6]([N+:8]([O-:10])=[O:9])[C:5]([OH:11])=[CH:4][CH:3]=1.[H-].[Na+].[CH2:14](Br)[C:15]1[CH:20]=[CH:19][CH:18]=[CH:17][CH:16]=1, predict the reaction product. (7) The product is: [F:1][C:2]1[CH:7]=[CH:6][CH:5]=[C:4]([F:8])[C:3]=1[N:9]1[C:17]2[CH:16]=[CH:15][N:14]=[C:13]([O:18][CH3:19])[C:12]=2[C:11]([C:20]2[CH:21]=[CH:22][C:23]([N:26]3[CH2:27][CH2:28][N:29]([C:33](=[O:32])[CH2:34][OH:35])[CH2:30][CH2:31]3)=[CH:24][CH:25]=2)=[N:10]1. Given the reactants [F:1][C:2]1[CH:7]=[CH:6][CH:5]=[C:4]([F:8])[C:3]=1[N:9]1[C:17]2[CH:16]=[CH:15][N:14]=[C:13]([O:18][CH3:19])[C:12]=2[C:11]([C:20]2[CH:25]=[CH:24][C:23]([N:26]3[CH2:31][CH2:30][NH:29][CH2:28][CH2:27]3)=[CH:22][CH:21]=2)=[N:10]1.[OH:32][CH2:33][C:34](O)=[O:35].C(N(CC)CC)C.F[P-](F)(F)(F)(F)F.N1(OC(N(C)C)=[N+](C)C)C2N=CC=CC=2N=N1, predict the reaction product. (8) Given the reactants [Cl:1][C:2]1[N:7]=[C:6](Cl)[CH:5]=[CH:4][N:3]=1.[F-].[K+].C([Sn](CCCC)(CCCC)[C:16]([O:18][CH2:19][CH3:20])=[CH2:17])CCC, predict the reaction product. The product is: [Cl:1][C:2]1[N:7]=[C:6]([C:16]([O:18][CH2:19][CH3:20])=[CH2:17])[CH:5]=[CH:4][N:3]=1.